Dataset: Full USPTO retrosynthesis dataset with 1.9M reactions from patents (1976-2016). Task: Predict the reactants needed to synthesize the given product. The reactants are: CN(P([N:9]([CH3:11])C)(N(C)C)=O)C.[Li+].[CH3:13][CH:14]([N-]C(C)C)[CH3:15].Cl[CH2:21][C:22]1[C:31]2[C:26](=[CH:27][CH:28]=[CH:29][CH:30]=2)[CH:25]=[CH:24][CH:23]=1.[CH2:32]1[CH2:36]O[CH2:34][CH2:33]1. Given the product [C:22]1([CH2:21][CH2:34][C:33]2[CH:15]=[CH:14][CH:13]=[CH:36][C:32]=2[C:11]#[N:9])[C:31]2[C:26](=[CH:27][CH:28]=[CH:29][CH:30]=2)[CH:25]=[CH:24][CH:23]=1, predict the reactants needed to synthesize it.